This data is from Forward reaction prediction with 1.9M reactions from USPTO patents (1976-2016). The task is: Predict the product of the given reaction. (1) The product is: [OH:8][C:9]1[CH:18]=[C:17]([NH:19][C:20](=[O:51])[CH2:21][CH:22]([C:41]2[CH:50]=[CH:49][C:48]3[C:43](=[CH:44][CH:45]=[CH:46][CH:47]=3)[CH:42]=2)[CH2:23][NH:24][S:25]([C:28]2[CH:29]=[CH:30][C:31]([O:34][C:35]3[CH:40]=[CH:39][CH:38]=[CH:37][CH:36]=3)=[CH:32][CH:33]=2)(=[O:27])=[O:26])[CH:16]=[CH:15][C:10]=1[C:11]([O:13][CH3:14])=[O:12]. Given the reactants C([O:8][C:9]1[CH:18]=[C:17]([NH:19][C:20](=[O:51])[CH2:21][CH:22]([C:41]2[CH:50]=[CH:49][C:48]3[C:43](=[CH:44][CH:45]=[CH:46][CH:47]=3)[CH:42]=2)[CH2:23][NH:24][S:25]([C:28]2[CH:33]=[CH:32][C:31]([O:34][C:35]3[CH:40]=[CH:39][CH:38]=[CH:37][CH:36]=3)=[CH:30][CH:29]=2)(=[O:27])=[O:26])[CH:16]=[CH:15][C:10]=1[C:11]([O:13][CH3:14])=[O:12])C1C=CC=CC=1.C([O-])=O.[NH4+], predict the reaction product. (2) Given the reactants [N:1]([C:4]1[CH:11]=[CH:10][C:7]([C:8]#[N:9])=[C:6]([S:12]([C:15]([F:18])([F:17])[F:16])(=[O:14])=[O:13])[CH:5]=1)=[C:2]=[S:3].[N:19]#[C:20][NH2:21].[Na].[CH3:23]I, predict the reaction product. The product is: [C:8]([C:7]1[CH:10]=[CH:11][C:4]([NH:1][CH:2]([S:3][CH3:23])[NH:19][C:20]#[N:21])=[CH:5][C:6]=1[S:12]([C:15]([F:18])([F:16])[F:17])(=[O:14])=[O:13])#[N:9].